From a dataset of Full USPTO retrosynthesis dataset with 1.9M reactions from patents (1976-2016). Predict the reactants needed to synthesize the given product. (1) Given the product [CH2:10]([C:12]1[C:16]([N+:6]([O-:9])=[O:7])=[C:15]([C:17]([OH:19])=[O:18])[NH:14][N:13]=1)[CH3:11], predict the reactants needed to synthesize it. The reactants are: S(=O)(=O)(O)O.[N+:6]([O-:9])(O)=[O:7].[CH2:10]([C:12]1[CH:16]=[C:15]([C:17]([OH:19])=[O:18])[NH:14][N:13]=1)[CH3:11]. (2) Given the product [Cl:19][C:12]([C:10]1[O:9][N:8]=[C:7]([O:6][CH2:5][C:4]([O:3][CH2:1][CH3:2])=[O:15])[CH:11]=1)=[O:13], predict the reactants needed to synthesize it. The reactants are: [CH2:1]([O:3][C:4](=[O:15])[CH2:5][O:6][C:7]1[CH:11]=[C:10]([C:12](O)=[O:13])[O:9][N:8]=1)[CH3:2].C(Cl)(=O)C([Cl:19])=O.CN(C=O)C. (3) Given the product [CH3:1][O:2][C:3]([C:4]1[CH:9]=[CH:8][C:7]2[CH:10]=[C:20]([C:19]([O:18][CH2:16][CH3:17])=[O:22])[S:21][C:6]=2[CH:5]=1)=[O:15], predict the reactants needed to synthesize it. The reactants are: [CH3:1][O:2][C:3](=[O:15])[C:4]1[CH:9]=[CH:8][C:7]([CH:10]=O)=[C:6]([N+]([O-])=O)[CH:5]=1.[CH2:16]([O:18][C:19](=[O:22])[CH2:20][SH:21])[CH3:17].C([O-])([O-])=O.[K+].[K+]. (4) Given the product [C:1]([N:4]1[CH2:5][CH2:6][N:7]([C:10]2[N:11]=[CH:12][C:13]([NH2:16])=[CH:14][CH:15]=2)[CH2:8][CH2:9]1)(=[O:3])[CH3:2], predict the reactants needed to synthesize it. The reactants are: [C:1]([N:4]1[CH2:9][CH2:8][N:7]([C:10]2[CH:15]=[CH:14][C:13]([N+:16]([O-])=O)=[CH:12][N:11]=2)[CH2:6][CH2:5]1)(=[O:3])[CH3:2]. (5) Given the product [Cl:1][C:2]1[CH:3]=[CH:4][C:5]2[O:9][C:8]([NH:10][CH2:11][C@@H:12]3[C@H:17]([CH3:18])[CH2:16][CH2:15][CH2:14][N:13]3[C:19]([C:37]3[CH:42]=[C:41]([CH3:43])[CH:40]=[CH:39][C:38]=3[N:44]3[N:48]=[C:47]([CH3:49])[CH:46]=[N:45]3)=[O:21])=[N:7][C:6]=2[CH:25]=1, predict the reactants needed to synthesize it. The reactants are: [Cl:1][C:2]1[CH:3]=[CH:4][C:5]2[O:9][C:8]([NH:10][CH2:11][C@@H:12]3[C@H:17]([CH3:18])[CH2:16][CH2:15][CH2:14][N:13]3[C:19]([O:21]CC=C)=O)=[N:7][C:6]=2[CH:25]=1.NC[C@@H]1[C@H](C)CCCN1C([C:37]1[CH:42]=[C:41]([CH3:43])[CH:40]=[CH:39][C:38]=1[N:44]1[N:48]=[C:47]([CH3:49])[CH:46]=[N:45]1)=O. (6) Given the product [N+:38]([C:34]1[CH:33]=[C:32]([CH:37]=[CH:36][CH:35]=1)[CH2:31][O:1][C:2]1[CH:3]=[C:4]([C:8]2[C:17]3[C:12](=[C:13]([C:18]([F:21])([F:19])[F:20])[CH:14]=[CH:15][CH:16]=3)[N:11]=[CH:10][C:9]=2[C:22]([C:24]2[CH:25]=[CH:26][CH:27]=[CH:28][CH:29]=2)=[O:23])[CH:5]=[CH:6][CH:7]=1)([O-:40])=[O:39], predict the reactants needed to synthesize it. The reactants are: [OH:1][C:2]1[CH:3]=[C:4]([C:8]2[C:17]3[C:12](=[C:13]([C:18]([F:21])([F:20])[F:19])[CH:14]=[CH:15][CH:16]=3)[N:11]=[CH:10][C:9]=2[C:22]([C:24]2[CH:29]=[CH:28][CH:27]=[CH:26][CH:25]=2)=[O:23])[CH:5]=[CH:6][CH:7]=1.Br[CH2:31][C:32]1[CH:37]=[CH:36][CH:35]=[C:34]([N+:38]([O-:40])=[O:39])[CH:33]=1. (7) Given the product [CH2:1]([O:3][C:4](=[O:22])[CH:5]([C:6]1[N:30]([C:27]2[CH:28]=[CH:29][C:24]([Cl:23])=[CH:25][CH:26]=2)[N:31]=[C:8]2[CH2:9][CH2:10][CH2:11][CH2:12][CH2:13][C:7]=12)[CH:16]1[CH2:21][CH2:20][CH2:19][CH2:18][CH2:17]1)[CH3:2], predict the reactants needed to synthesize it. The reactants are: [CH2:1]([O:3][C:4](=[O:22])[CH:5]([CH:16]1[CH2:21][CH2:20][CH2:19][CH2:18][CH2:17]1)[C:6](=O)[CH:7]1[CH2:13][CH2:12][CH2:11][CH2:10][CH2:9][C:8]1=O)[CH3:2].[Cl:23][C:24]1[CH:29]=[CH:28][C:27]([NH:30][NH2:31])=[CH:26][CH:25]=1. (8) Given the product [C:1]([OH:20])(=[O:19])[CH2:2][CH2:3][CH2:4][CH2:5][CH2:6][CH2:7][CH2:8][CH2:9][CH2:10][CH2:11][CH2:12][CH2:13][CH2:14][CH2:15][CH:16]([CH3:17])[CH3:18].[CH3:21][CH2:22][CH2:23][CH2:24][CH2:25][CH2:26][CH2:27][CH2:28][CH2:29][CH2:30][CH2:31][CH2:32][CH2:33][CH2:34][O:35][C:36]1[O:40][C:39]([C:41]([OH:43])=[O:42])=[CH:38][CH:37]=1.[C:44]([O-:47])(=[O:46])[CH3:45], predict the reactants needed to synthesize it. The reactants are: [C:1]([OH:20])(=[O:19])[CH2:2][CH2:3][CH2:4][CH2:5][CH2:6][CH2:7][CH2:8][CH2:9][CH2:10][CH2:11][CH2:12][CH2:13][CH2:14][CH2:15][CH:16]([CH3:18])[CH3:17].[CH3:21][CH2:22][CH2:23][CH2:24][CH2:25][CH2:26][CH2:27][CH2:28][CH2:29][CH2:30][CH2:31][CH2:32][CH2:33][CH2:34][O:35][C:36]1[O:40][C:39]([C:41]([OH:43])=[O:42])=[CH:38][CH:37]=1.[C:44]([OH:47])(=[O:46])[CH3:45]. (9) Given the product [CH3:1][O:2][C:3]([C:5]1([C:25]2[C:24]([CH3:29])=[CH:23][C:22]([Br:21])=[CH:27][N:26]=2)[CH2:10][CH2:9][O:8][CH2:7][CH2:6]1)=[O:4], predict the reactants needed to synthesize it. The reactants are: [CH3:1][O:2][C:3]([CH:5]1[CH2:10][CH2:9][O:8][CH2:7][CH2:6]1)=[O:4].C[Si]([N-][Si](C)(C)C)(C)C.[Na+].[Br:21][C:22]1[CH:23]=[C:24]([CH3:29])[C:25](F)=[N:26][CH:27]=1.[Cl-].[NH4+].